Dataset: CYP2C9 inhibition data for predicting drug metabolism from PubChem BioAssay. Task: Regression/Classification. Given a drug SMILES string, predict its absorption, distribution, metabolism, or excretion properties. Task type varies by dataset: regression for continuous measurements (e.g., permeability, clearance, half-life) or binary classification for categorical outcomes (e.g., BBB penetration, CYP inhibition). Dataset: cyp2c9_veith. The drug is Cc1nnc(SCC(=O)N2CC(=O)Nc3ccccc32)n1Cc1ccccc1. The result is 0 (non-inhibitor).